Dataset: Full USPTO retrosynthesis dataset with 1.9M reactions from patents (1976-2016). Task: Predict the reactants needed to synthesize the given product. (1) Given the product [Cl:12][C:13]1[C:17]([Cl:18])=[C:16]([CH3:19])[NH:15][C:14]=1[C:20]([NH:22][CH:23]1[CH2:28][CH2:27][N:26]([C:2]2[N:7]=[C:6]([Cl:8])[N:5]=[C:4]([O:9][CH3:10])[N:3]=2)[CH2:25][CH2:24]1)=[O:21], predict the reactants needed to synthesize it. The reactants are: Cl[C:2]1[N:7]=[C:6]([Cl:8])[N:5]=[C:4]([O:9][CH3:10])[N:3]=1.Cl.[Cl:12][C:13]1[C:17]([Cl:18])=[C:16]([CH3:19])[NH:15][C:14]=1[C:20]([NH:22][CH:23]1[CH2:28][CH2:27][NH:26][CH2:25][CH2:24]1)=[O:21]. (2) The reactants are: [CH3:1][O:2][CH2:3][C:4]([NH:6][CH2:7]/[CH:8]=[CH:9]/[C:10]1[CH:11]=[C:12]2[C:17](=[CH:18][CH:19]=1)[N:16]=[CH:15][N:14]=[C:13]2[NH:20][C:21]1[CH:26]=[CH:25][C:24]([O:27][C:28]2[CH:29]=[N:30][C:31]([CH3:34])=[CH:32][CH:33]=2)=[C:23]([CH3:35])[CH:22]=1)=[O:5].[C:36]([OH:44])(=[O:43])/[C:37](=[CH:39]\[C:40]([OH:42])=[O:41])/[CH3:38]. Given the product [C:36]([OH:44])(=[O:43])/[C:37](=[CH:39]\[C:40]([OH:42])=[O:41])/[CH3:38].[C:36]([OH:44])(=[O:43])/[C:37](=[CH:39]\[C:40]([OH:42])=[O:41])/[CH3:38].[CH3:1][O:2][CH2:3][C:4]([NH:6][CH2:7]/[CH:8]=[CH:9]/[C:10]1[CH:11]=[C:12]2[C:17](=[CH:18][CH:19]=1)[N:16]=[CH:15][N:14]=[C:13]2[NH:20][C:21]1[CH:26]=[CH:25][C:24]([O:27][C:28]2[CH:29]=[N:30][C:31]([CH3:34])=[CH:32][CH:33]=2)=[C:23]([CH3:35])[CH:22]=1)=[O:5], predict the reactants needed to synthesize it. (3) The reactants are: [CH3:1][O:2][C:3]1[CH:4]=[C:5]([CH:7]=[C:8]([O:10][CH3:11])[CH:9]=1)[NH2:6].Br[CH2:13][C:14]([C:16]1[CH:21]=[CH:20][C:19]([OH:22])=[C:18]([OH:23])[CH:17]=1)=[O:15].[C:24](=[O:27])(O)[O-].[Na+]. Given the product [OH:23][C:18]1[CH:17]=[C:16]([C:14](=[O:15])[CH2:13][N:6]2[C:5]3[C:4](=[C:3]([O:2][CH3:1])[CH:9]=[C:8]([O:10][CH3:11])[CH:7]=3)[C:14]([C:16]3[CH:17]=[CH:18][C:19]([OH:22])=[C:24]([OH:27])[CH:21]=3)=[CH:13]2)[CH:21]=[CH:20][C:19]=1[OH:22], predict the reactants needed to synthesize it. (4) The reactants are: [Cl:1][C:2]1[CH:10]=[C:9]2[C:5]([CH2:6][C:7](=[O:11])[NH:8]2)=[CH:4][CH:3]=1.[H-].[Li+].Cl[C:15]1[N:20]=[C:19]([O:21][CH3:22])[N:18]=[C:17]([O:23][CH3:24])[CH:16]=1.O. Given the product [Cl:1][C:2]1[CH:10]=[C:9]2[C:5]([CH:6]([C:15]3[CH:16]=[C:17]([O:23][CH3:24])[N:18]=[C:19]([O:21][CH3:22])[N:20]=3)[C:7](=[O:11])[NH:8]2)=[CH:4][CH:3]=1, predict the reactants needed to synthesize it. (5) Given the product [CH3:44][N:43]([CH3:45])[C:41](=[O:42])[CH2:40][O:39][C:38]1[CH:37]=[C:36]([N:16]2[C:14]3[N:15]=[C:10]([C:4]4[CH:5]=[CH:6][C:7]([O:8][CH3:9])=[C:2]([F:1])[CH:3]=4)[N:11]=[C:12]([CH3:26])[C:13]=3[C:18]([S:19][CH2:20][CH2:21][C:22]([O:24][CH3:25])=[O:23])=[CH:17]2)[CH:48]=[CH:47][CH:46]=1, predict the reactants needed to synthesize it. The reactants are: [F:1][C:2]1[CH:3]=[C:4]([C:10]2[N:11]=[C:12]([CH3:26])[C:13]3[C:18]([S:19][CH2:20][CH2:21][C:22]([O:24][CH3:25])=[O:23])=[CH:17][NH:16][C:14]=3[N:15]=2)[CH:5]=[CH:6][C:7]=1[O:8][CH3:9].[O-]P([O-])([O-])=O.[K+].[K+].[K+].I[C:36]1[CH:37]=[C:38]([CH:46]=[CH:47][CH:48]=1)[O:39][CH2:40][C:41]([N:43]([CH3:45])[CH3:44])=[O:42].CN[C@@H]1CCCC[C@H]1NC. (6) Given the product [OH:17][C:6]1[CH:14]=[CH:13][CH:12]=[C:11]2[C:7]=1[CH2:8][CH:9]([CH3:16])[NH:10]2, predict the reactants needed to synthesize it. The reactants are: C([BH3-])#N.[Na+].F[C:6]1[C:14](F)=[CH:13][CH:12]=[C:11]2[C:7]=1[CH:8]=[C:9]([CH3:16])[NH:10]2.[OH2:17]. (7) Given the product [CH3:1][C:2]1[CH:3]=[C:4]([OH:9])[CH:5]=[C:6]([CH3:8])[C:7]=1[N+:10]([O-:12])=[O:11], predict the reactants needed to synthesize it. The reactants are: [CH3:1][C:2]1[CH:3]=[C:4]([OH:9])[CH:5]=[C:6]([CH3:8])[CH:7]=1.[N+:10]([O-])([OH:12])=[O:11].CCCCCC.C(OCC)(=O)C. (8) Given the product [NH:32]1[C:33]2[C:29](=[CH:28][CH:36]=[C:35]([CH:44]=[CH:43][C:42]([N:41]([O:40][CH3:39])[CH3:46])=[O:45])[CH:34]=2)[CH:30]=[CH:31]1, predict the reactants needed to synthesize it. The reactants are: C1(C)C=CC=CC=1P(C1C=CC=CC=1C)C1C=CC=CC=1C.FC(F)(F)S([C:28]1[CH:36]=[CH:35][CH:34]=[C:33]2[C:29]=1[CH:30]=[CH:31][NH:32]2)(=O)=O.[CH3:39][O:40][N:41]([CH3:46])[C:42](=[O:45])[CH:43]=[CH2:44].C(N(CC)CC)C. (9) The reactants are: [N:1]1[CH:6]=[CH:5][CH:4]=[C:3]([NH:7][C:8](=[O:15])OCC(Cl)(Cl)Cl)[N:2]=1.Cl.Cl.[F:18][C:19]1[CH:24]=[CH:23][C:22]([C:25]2[CH:30]=[CH:29][N:28]=[C:27]([N:31]3[CH2:36][CH2:35][NH:34][CH2:33][CH2:32]3)[N:26]=2)=[CH:21][CH:20]=1. Given the product [F:18][C:19]1[CH:24]=[CH:23][C:22]([C:25]2[CH:30]=[CH:29][N:28]=[C:27]([N:31]3[CH2:32][CH2:33][N:34]([C:8]([NH:7][C:3]4[N:2]=[N:1][CH:6]=[CH:5][CH:4]=4)=[O:15])[CH2:35][CH2:36]3)[N:26]=2)=[CH:21][CH:20]=1, predict the reactants needed to synthesize it. (10) Given the product [CH2:16]([C:20]1([CH2:13][CH2:1][CH2:2][CH3:3])[C:21]2[CH:22]=[CH:23][CH:24]=[CH:25][C:26]=2[C:27]2[C:32]1=[CH:31][CH:30]=[CH:29][CH:28]=2)[CH2:17][CH2:18][CH3:19], predict the reactants needed to synthesize it. The reactants are: [CH:1]1[C:13]2C[C:13]3[C:1](=[CH:2][CH:3]=CC=3)C=2C=[CH:3][CH:2]=1.[OH-].[Na+].[CH2:16]([CH:20]1[C:32]2[CH:31]=[CH:30][CH:29]=[CH:28][C:27]=2[C:26]2[C:21]1=[CH:22][CH:23]=[CH:24][CH:25]=2)[CH2:17][CH2:18][CH3:19].